Dataset: Catalyst prediction with 721,799 reactions and 888 catalyst types from USPTO. Task: Predict which catalyst facilitates the given reaction. (1) Reactant: C(O[C:9](=O)[N:10]([CH:12]([C:14](=[O:51])[NH:15][CH:16]([CH:45]1[CH2:50][CH2:49][CH2:48][CH2:47][CH2:46]1)[C:17]([N:19]1[CH2:23][CH2:22][CH:21]2[N:24]([C:40]([CH:42]3[CH2:44][CH2:43]3)=[O:41])[CH2:25][CH:26]([C:27](=[O:39])[NH:28][CH:29]3[C:38]4[C:33](=[CH:34][CH:35]=[CH:36][CH:37]=4)[CH2:32][CH2:31][CH2:30]3)[CH:20]12)=[O:18])[CH3:13])C)C1C=CC=CC=1. Product: [CH:29]1([NH:28][C:27]([CH:26]2[CH2:25][N:24]([C:40]([CH:42]3[CH2:44][CH2:43]3)=[O:41])[CH:21]3[CH2:22][CH2:23][N:19]([C:17](=[O:18])[CH:16]([CH:45]4[CH2:46][CH2:47][CH2:48][CH2:49][CH2:50]4)[NH:15][C:14](=[O:51])[CH:12]([NH:10][CH3:9])[CH3:13])[CH:20]23)=[O:39])[C:38]2[C:33](=[CH:34][CH:35]=[CH:36][CH:37]=2)[CH2:32][CH2:31][CH2:30]1. The catalyst class is: 19. (2) Reactant: [CH2:1]([O:3][C:4]([C:6]1[CH:7]=[C:8]2[C:13](=[CH:14][CH:15]=1)[NH:12][CH:11]([C:16]1[CH:21]=[CH:20][CH:19]=[C:18]([NH2:22])[CH:17]=1)[C:10]([CH3:24])([CH3:23])[CH2:9]2)=[O:5])[CH3:2].N1C=CC=CC=1.[CH2:31]([N:33]([CH2:37][CH3:38])[C:34](Cl)=[O:35])[CH3:32]. Product: [CH2:1]([O:3][C:4]([C:6]1[CH:7]=[C:8]2[C:13](=[CH:14][CH:15]=1)[NH:12][CH:11]([C:16]1[CH:21]=[CH:20][CH:19]=[C:18]([NH:22][C:34]([N:33]([CH2:37][CH3:38])[CH2:31][CH3:32])=[O:35])[CH:17]=1)[C:10]([CH3:23])([CH3:24])[CH2:9]2)=[O:5])[CH3:2]. The catalyst class is: 4.